This data is from Forward reaction prediction with 1.9M reactions from USPTO patents (1976-2016). The task is: Predict the product of the given reaction. (1) Given the reactants [C:1]([O:5][C:6]([C:8]1[CH:16]=[C:15]2[C:11]([C:12]([CH:36]3[CH2:41][CH2:40][CH2:39][CH2:38][CH2:37]3)=[C:13](Br)[N:14]2[CH2:17][C:18]([N:20]([CH2:26][C:27]2[CH:32]=[C:31]([Cl:33])[CH:30]=[CH:29][C:28]=2Br)[CH2:21][CH2:22][N:23]([CH3:25])[CH3:24])=[O:19])=[CH:10][CH:9]=1)=[O:7])([CH3:4])([CH3:3])[CH3:2].CC1(C)C(C)(C)OB(B2OC(C)(C)C(C)(C)O2)O1.C([O-])(=O)C.[K+].N#N, predict the reaction product. The product is: [C:1]([O:5][C:6]([C:8]1[CH:9]=[CH:10][C:11]2[C:12]([CH:36]3[CH2:37][CH2:38][CH2:39][CH2:40][CH2:41]3)=[C:13]3[C:28]4[CH:29]=[CH:30][C:31]([Cl:33])=[CH:32][C:27]=4[CH2:26][N:20]([CH2:21][CH2:22][N:23]([CH3:25])[CH3:24])[C:18](=[O:19])[CH2:17][N:14]3[C:15]=2[CH:16]=1)=[O:7])([CH3:2])([CH3:3])[CH3:4]. (2) Given the reactants [CH:1]([N:4]1[CH2:9][CH2:8][N:7]([C:10]([C:12]2[CH:17]=[CH:16][C:15]([CH2:18][N:19]3[CH2:24][CH2:23][O:22][CH2:21][CH2:20]3)=[CH:14][CH:13]=2)=[O:11])[CH2:6][CH2:5]1)([CH3:3])[CH3:2].[C:25]([OH:32])(=[O:31])/[CH:26]=[CH:27]\[C:28]([OH:30])=[O:29], predict the reaction product. The product is: [C:25]([OH:32])(=[O:31])/[CH:26]=[CH:27]\[C:28]([OH:30])=[O:29].[C:25]([OH:32])(=[O:31])/[CH:26]=[CH:27]\[C:28]([OH:30])=[O:29].[CH:1]([N:4]1[CH2:9][CH2:8][N:7]([C:10]([C:12]2[CH:13]=[CH:14][C:15]([CH2:18][N:19]3[CH2:20][CH2:21][O:22][CH2:23][CH2:24]3)=[CH:16][CH:17]=2)=[O:11])[CH2:6][CH2:5]1)([CH3:3])[CH3:2]. (3) Given the reactants [NH2:1][C:2]1[N:7]=[CH:6][C:5]([C:8]2[CH:13]=[CH:12][C:11]([C:14]([N:16]3[CH2:20][CH2:19][CH2:18][C@@H:17]3[CH2:21][N:22]3[CH2:26][CH2:25][CH2:24][CH2:23]3)=[O:15])=[CH:10][CH:9]=2)=[CH:4][C:3]=1[O:27]CC1C=CC=CC=1, predict the reaction product. The product is: [NH2:1][C:2]1[N:7]=[CH:6][C:5]([C:8]2[CH:9]=[CH:10][C:11]([C:14]([N:16]3[CH2:20][CH2:19][CH2:18][C@@H:17]3[CH2:21][N:22]3[CH2:26][CH2:25][CH2:24][CH2:23]3)=[O:15])=[CH:12][CH:13]=2)=[CH:4][C:3]=1[OH:27]. (4) Given the reactants Cl.[Cl:2][C:3]1[CH:4]=[C:5]2[C:9](=[CH:10][CH:11]=1)[NH:8][CH:7]=[C:6]2[CH2:12][CH2:13][NH2:14].[S:15]1[CH:19]=[CH:18][CH:17]=[C:16]1[C:20]1[CH:28]=[CH:27][C:23]([C:24](Cl)=[O:25])=[CH:22][CH:21]=1.C(N(CC)CC)C, predict the reaction product. The product is: [Cl:2][C:3]1[CH:4]=[C:5]2[C:9](=[CH:10][CH:11]=1)[NH:8][CH:7]=[C:6]2[CH2:12][CH2:13][NH:14][C:24](=[O:25])[C:23]1[CH:27]=[CH:28][C:20]([C:16]2[S:15][CH:19]=[CH:18][CH:17]=2)=[CH:21][CH:22]=1. (5) The product is: [Cl:1][C:2]1[CH:3]=[C:4]([C:9]([F:12])([F:11])[F:10])[C:5]2[N:6]([C:14]([CH3:18])=[C:15]([CH3:16])[N:8]=2)[N:7]=1. Given the reactants [Cl:1][C:2]1[N:7]=[N:6][C:5]([NH2:8])=[C:4]([C:9]([F:12])([F:11])[F:10])[CH:3]=1.Br[CH:14]([CH3:18])[C:15](=O)[CH3:16].C(=O)([O-])O.[Na+], predict the reaction product. (6) Given the reactants [OH:1][C@H:2]1[CH2:6][N:5](C(OC(C)(C)C)=O)[C@H:4]([C:14]([NH:16][CH2:17][CH2:18][N:19]2[C:27]3[C:26]([NH:28][C:29]4[CH:34]=[CH:33][C:32]([O:35][C:36]5[CH:41]=[CH:40][CH:39]=[C:38]([C:42]([F:45])([F:44])[F:43])[CH:37]=5)=[C:31]([CH3:46])[CH:30]=4)=[N:25][CH:24]=[N:23][C:22]=3[CH:21]=[CH:20]2)=[O:15])[CH2:3]1.FC(F)(F)C(O)=O.[Cl:54]CCl, predict the reaction product. The product is: [ClH:54].[ClH:54].[OH:1][C@H:2]1[CH2:6][NH:5][C@H:4]([C:14]([NH:16][CH2:17][CH2:18][N:19]2[C:27]3[C:26]([NH:28][C:29]4[CH:34]=[CH:33][C:32]([O:35][C:36]5[CH:41]=[CH:40][CH:39]=[C:38]([C:42]([F:43])([F:44])[F:45])[CH:37]=5)=[C:31]([CH3:46])[CH:30]=4)=[N:25][CH:24]=[N:23][C:22]=3[CH:21]=[CH:20]2)=[O:15])[CH2:3]1. (7) Given the reactants C([C:3]1[C:4]([O:12][C:13]([F:16])([F:15])[F:14])=[C:5]([CH:9]=[CH:10][CH:11]=1)[C:6]([OH:8])=O)#C.[CH3:17][O:18][C:19](=[O:33])[C:20]([NH2:32])([CH3:31])[CH2:21][C:22]1[C:30]2[C:25](=[CH:26][CH:27]=[CH:28][CH:29]=2)[NH:24][CH:23]=1.[CH:34]1C=CC2N(O)N=NC=2[CH:39]=1.CCN=C=NCCCN(C)C, predict the reaction product. The product is: [CH3:17][O:18][C:19](=[O:33])[C:20]([NH:32][C:6](=[O:8])[C:5]1[CH:9]=[C:10]([C:34]#[CH:39])[CH:11]=[CH:3][C:4]=1[O:12][C:13]([F:14])([F:15])[F:16])([CH3:31])[CH2:21][C:22]1[C:30]2[C:25](=[CH:26][CH:27]=[CH:28][CH:29]=2)[NH:24][CH:23]=1.